This data is from hERG Central: cardiac toxicity at 1µM, 10µM, and general inhibition. The task is: Predict hERG channel inhibition at various concentrations. (1) The drug is CC1(C)CC(=O)C(C=NCCN2CCN(C(=S)Nc3cccc(Cl)c3)CC2)=C(O)C1. Results: hERG_inhib (hERG inhibition (general)): blocker. (2) The molecule is C=CCNC(=O)/C(=C\c1ccc(OC)cc1)NC(=O)c1ccc([N+](=O)[O-])cc1. Results: hERG_inhib (hERG inhibition (general)): blocker. (3) The compound is Cc1cc(C)n2nc(SCCOc3ccc(F)cc3)nc2n1. Results: hERG_inhib (hERG inhibition (general)): blocker.